This data is from Full USPTO retrosynthesis dataset with 1.9M reactions from patents (1976-2016). The task is: Predict the reactants needed to synthesize the given product. (1) Given the product [F:1][C:2]1[CH:3]=[CH:4][C:5]([CH2:8][O:9][C:10]2[CH:15]=[CH:14][N:13]([C:16]3[CH:21]=[CH:20][C:19]4[C:22]5[CH2:23][NH:24][CH2:25][CH2:26][CH2:27][C:28]=5[O:29][C:18]=4[CH:17]=3)[C:12](=[O:37])[CH:11]=2)=[N:6][CH:7]=1, predict the reactants needed to synthesize it. The reactants are: [F:1][C:2]1[CH:3]=[CH:4][C:5]([CH2:8][O:9][C:10]2[CH:15]=[CH:14][N:13]([C:16]3[CH:21]=[CH:20][C:19]4[C:22]5[CH2:23][N:24](C(OC(C)(C)C)=O)[CH2:25][CH2:26][CH2:27][C:28]=5[O:29][C:18]=4[CH:17]=3)[C:12](=[O:37])[CH:11]=2)=[N:6][CH:7]=1.Cl.C([O-])(O)=O.[Na+]. (2) Given the product [CH3:7][C:4]1[O:3][C:13]([C:12]([OH:14])([C:11]#[C:10][Si:9]([CH3:16])([CH3:15])[CH3:8])[CH3:19])=[N:6][N:5]=1, predict the reactants needed to synthesize it. The reactants are: BrC1[O:3][C:4]([CH3:7])=[N:5][N:6]=1.[CH3:8][Si:9]([CH3:16])([CH3:15])[C:10]#[C:11][C:12](=[O:14])[CH3:13].[Cl-].[NH4+].[CH2:19]1COCC1. (3) Given the product [Cl:1][C:2]1[C:3]([O:12][C:13]2[CH:18]=[C:17]([O:19][CH:20]([CH3:21])[CH3:22])[CH:16]=[CH:15][C:14]=2[CH2:23][CH2:24][CH2:25][O:26][C:30]2[C:31]([CH2:33][C:34]([OH:36])=[O:35])=[CH:32][N:28]([CH3:27])[N:29]=2)=[N:4][CH:5]=[C:6]([C:8]([F:11])([F:10])[F:9])[CH:7]=1, predict the reactants needed to synthesize it. The reactants are: [Cl:1][C:2]1[C:3]([O:12][C:13]2[CH:18]=[C:17]([O:19][CH:20]([CH3:22])[CH3:21])[CH:16]=[CH:15][C:14]=2[CH2:23][CH2:24][CH2:25][OH:26])=[N:4][CH:5]=[C:6]([C:8]([F:11])([F:10])[F:9])[CH:7]=1.[CH3:27][N:28]1[CH:32]=[C:31]([CH2:33][C:34]([O:36]C)=[O:35])[C:30](O)=[N:29]1.C(P(CCCC)CCCC)CCC.N(C(N1CCCCC1)=O)=NC(N1CCCCC1)=O.O1CCCC1CO.[OH-].[Na+].Cl.